The task is: Regression. Given two drug SMILES strings and cell line genomic features, predict the synergy score measuring deviation from expected non-interaction effect.. This data is from NCI-60 drug combinations with 297,098 pairs across 59 cell lines. Drug 1: CC1CCC2CC(C(=CC=CC=CC(CC(C(=O)C(C(C(=CC(C(=O)CC(OC(=O)C3CCCCN3C(=O)C(=O)C1(O2)O)C(C)CC4CCC(C(C4)OC)O)C)C)O)OC)C)C)C)OC. Drug 2: CC1CCC2CC(C(=CC=CC=CC(CC(C(=O)C(C(C(=CC(C(=O)CC(OC(=O)C3CCCCN3C(=O)C(=O)C1(O2)O)C(C)CC4CCC(C(C4)OC)OCCO)C)C)O)OC)C)C)C)OC. Cell line: SF-268. Synergy scores: CSS=9.74, Synergy_ZIP=-5.24, Synergy_Bliss=-1.89, Synergy_Loewe=-1.22, Synergy_HSA=1.14.